This data is from Peptide-MHC class I binding affinity with 185,985 pairs from IEDB/IMGT. The task is: Regression. Given a peptide amino acid sequence and an MHC pseudo amino acid sequence, predict their binding affinity value. This is MHC class I binding data. (1) The peptide sequence is VLRGFLILGK. The MHC is HLA-A11:01 with pseudo-sequence HLA-A11:01. The binding affinity (normalized) is 0.433. (2) The MHC is Mamu-A2601 with pseudo-sequence Mamu-A2601. The binding affinity (normalized) is 1.00. The peptide sequence is YLCLIQKAL. (3) The peptide sequence is LMPILTLTR. The MHC is HLA-A03:01 with pseudo-sequence HLA-A03:01. The binding affinity (normalized) is 0.573. (4) The peptide sequence is FLAVFQSAT. The MHC is HLA-A02:03 with pseudo-sequence HLA-A02:03. The binding affinity (normalized) is 1.00. (5) The peptide sequence is EALGPFQS. The MHC is H-2-Db with pseudo-sequence H-2-Db. The binding affinity (normalized) is 0. (6) The peptide sequence is MVFQNYALY. The MHC is HLA-B15:17 with pseudo-sequence HLA-B15:17. The binding affinity (normalized) is 0.936.